From a dataset of Catalyst prediction with 721,799 reactions and 888 catalyst types from USPTO. Predict which catalyst facilitates the given reaction. Reactant: [Cl:1][C:2]1[N:7]=[CH:6][C:5]([OH:8])=[CH:4][N:3]=1.C(=O)([O-])[O-].[Cs+].[Cs+].CS(O[CH2:20][C:21]1([CH3:29])[CH2:26][O:25][C:24]([CH3:28])([CH3:27])[O:23][CH2:22]1)(=O)=O. Product: [Cl:1][C:2]1[N:7]=[CH:6][C:5]([O:8][CH2:20][C:21]2([CH3:29])[CH2:26][O:25][C:24]([CH3:28])([CH3:27])[O:23][CH2:22]2)=[CH:4][N:3]=1. The catalyst class is: 9.